From a dataset of Serine/threonine kinase 33 screen with 319,792 compounds. Binary Classification. Given a drug SMILES string, predict its activity (active/inactive) in a high-throughput screening assay against a specified biological target. (1) The drug is S(c1c([N+]([O-])=O)cc(C(=O)N(CCOC)CCOC)cc1)Cc1ccc(cc1)C. The result is 0 (inactive). (2) The molecule is Clc1cc(NC(=S)N(CCCN2CCN(CC2)C)Cc2occc2)c(cc1)C. The result is 0 (inactive). (3) The result is 0 (inactive). The molecule is S(=O)(=O)(N1CCOCC1)c1ccc(OCC(=O)NCCN2CCOCC2)cc1.